This data is from TCR-epitope binding with 47,182 pairs between 192 epitopes and 23,139 TCRs. The task is: Binary Classification. Given a T-cell receptor sequence (or CDR3 region) and an epitope sequence, predict whether binding occurs between them. The epitope is PROT_97E67BCC. The TCR CDR3 sequence is CASSLRTSGSYEQYF. Result: 1 (the TCR binds to the epitope).